The task is: Predict the reactants needed to synthesize the given product.. This data is from Full USPTO retrosynthesis dataset with 1.9M reactions from patents (1976-2016). (1) Given the product [O:18]=[C:4]1[N:5]([C:6]2[CH:7]=[CH:8][C:9]3[C:15](=[O:16])[CH2:14][CH2:13][CH2:12][CH2:11][C:10]=3[CH:17]=2)[CH2:2][CH:1]([CH2:27][NH:28][C:29](=[O:31])[CH3:30])[O:3]1, predict the reactants needed to synthesize it. The reactants are: [CH2:1]([O:3][C:4](=[O:18])[NH:5][C:6]1[CH:7]=[CH:8][C:9]2[C:15](=[O:16])[CH2:14][CH2:13][CH2:12][CH2:11][C:10]=2[CH:17]=1)[CH3:2].C([Li])CCC.O1C[C@@H]1[CH2:27][NH:28][C:29](=[O:31])[CH3:30]. (2) Given the product [Cl:1][C:2]1[CH:7]=[CH:6][C:5]([N+:8]([O-:10])=[O:9])=[CH:4][C:3]=1[C:11]1[NH:15][C:14]2[CH:16]=[CH:17][C:18]([C:20]3[N:21]=[CH:24][O:23][N:22]=3)=[CH:19][C:13]=2[N:12]=1, predict the reactants needed to synthesize it. The reactants are: [Cl:1][C:2]1[CH:7]=[CH:6][C:5]([N+:8]([O-:10])=[O:9])=[CH:4][C:3]=1[C:11]1[NH:15][C:14]2[CH:16]=[CH:17][C:18]([C:20]([NH:22][OH:23])=[NH:21])=[CH:19][C:13]=2[N:12]=1.[CH3:24]CCCCCC. (3) Given the product [Cl:1][C:2]1[C:3]([C:9]2[CH:14]=[CH:13][C:12]([F:15])=[C:11]([NH:16][CH2:17][C:18]3([CH2:24][CH3:25])[CH2:23][CH2:22][O:21][CH2:20][CH2:19]3)[N:10]=2)=[CH:4][C:5]([NH2:27])=[N:6][CH:7]=1, predict the reactants needed to synthesize it. The reactants are: [Cl:1][C:2]1[C:3]([C:9]2[CH:14]=[CH:13][C:12]([F:15])=[C:11]([NH:16][CH2:17][C:18]3([CH2:24][CH3:25])[CH2:23][CH2:22][O:21][CH2:20][CH2:19]3)[N:10]=2)=[CH:4][C:5](F)=[N:6][CH:7]=1.[OH-].[NH4+:27]. (4) Given the product [CH3:24][O:23][C:20]1[CH:19]=[CH:18][C:17]([CH2:16][N:8]([CH2:7][C:6]2[CH:5]=[CH:4][C:3]([O:2][CH3:1])=[CH:26][CH:25]=2)[C:9]2[CH:14]=[C:13]([CH2:15][C:27]([O:28][CH2:29][CH3:30])=[O:31])[CH:12]=[CH:11][N:10]=2)=[CH:22][CH:21]=1, predict the reactants needed to synthesize it. The reactants are: [CH3:1][O:2][C:3]1[CH:26]=[CH:25][C:6]([CH2:7][N:8]([CH2:16][C:17]2[CH:22]=[CH:21][C:20]([O:23][CH3:24])=[CH:19][CH:18]=2)[C:9]2[CH:14]=[C:13]([CH3:15])[CH:12]=[CH:11][N:10]=2)=[CH:5][CH:4]=1.[C:27](=O)([O:31]CC)[O:28][CH2:29][CH3:30].C([N-]C(C)C)(C)C.[Li+].C(O)(=O)CC(CC(O)=O)(C(O)=O)O. (5) Given the product [CH3:18][C:17]1[CH:16]=[CH:15][N:14]=[CH:13][C:12]=1[C:10]1[C:9](=[O:19])[NH:8][C:7](=[O:20])[N:6]([CH2:5][CH2:4][CH:3]=[O:2])[CH:11]=1, predict the reactants needed to synthesize it. The reactants are: C[O:2][CH:3](OC)[CH2:4][CH2:5][N:6]1[CH:11]=[C:10]([C:12]2[CH:13]=[N:14][CH:15]=[CH:16][C:17]=2[CH3:18])[C:9](=[O:19])[NH:8][C:7]1=[O:20]. (6) Given the product [ClH:1].[CH:14]([CH:16]1[C:7]2[N:8]=[CH:9][NH:10][C:6]=2[CH2:5][CH2:4][NH:3]1)([CH3:15])[CH3:13], predict the reactants needed to synthesize it. The reactants are: [ClH:1].Cl.[NH2:3][CH2:4][CH2:5][C:6]1[N:10]=[CH:9][NH:8][CH:7]=1.[OH-].[Na+].[CH:13](=O)[CH:14]([CH3:16])[CH3:15].Cl. (7) Given the product [Li+:1].[CH3:7][CH:6]([N-:9][CH:10]([CH3:12])[CH3:11])[CH3:8].[CH3:27][O:28][C:29]1[CH:36]=[CH:35][C:32]([C:33]2[N:34]=[C:16]([OH:18])[C:15]3[CH:19]=[CH:20][C:21]([C:23]([F:26])([F:25])[F:24])=[N:22][C:14]=3[CH:13]=2)=[CH:31][CH:30]=1, predict the reactants needed to synthesize it. The reactants are: [Li:1]CCCC.[CH:6]([NH:9][CH:10]([CH3:12])[CH3:11])([CH3:8])[CH3:7].[CH3:13][C:14]1[N:22]=[C:21]([C:23]([F:26])([F:25])[F:24])[CH:20]=[CH:19][C:15]=1[C:16]([OH:18])=O.[CH3:27][O:28][C:29]1[CH:36]=[CH:35][C:32]([C:33]#[N:34])=[CH:31][CH:30]=1. (8) Given the product [CH3:15][C:16]([CH3:20])([C:17]([N:7]1[CH2:6][CH2:5][N:4]([C:8]2[CH:13]=[CH:12][C:11]([CH3:14])=[CH:10][CH:9]=2)[CH2:3][CH2:2]1)=[O:18])[CH2:19][N:26]1[CH2:27][CH2:28][N:23]([CH2:21][CH3:22])[CH2:24][CH2:25]1, predict the reactants needed to synthesize it. The reactants are: Br[CH:2]1[NH:7][CH2:6][CH2:5][N:4]([C:8]2[CH:13]=[CH:12][C:11]([CH3:14])=[CH:10][CH:9]=2)[CH2:3]1.[CH3:15][C:16]([CH3:20])([CH3:19])[CH:17]=[O:18].[CH2:21]([N:23]1[CH2:28][CH2:27][NH:26][CH2:25][CH2:24]1)[CH3:22]. (9) Given the product [F:1][CH2:2][C:3]([CH3:8])([CH3:7])[C:4](=[O:6])[C:5]([OH:12])=[O:9], predict the reactants needed to synthesize it. The reactants are: [F:1][CH2:2][C:3]([CH3:8])([CH3:7])[C:4](=[O:6])[CH3:5].[OH-:9].[Na+].[Mn]([O-])(=O)(=O)=[O:12].[K+].CCO. (10) Given the product [Cl:16][C:17]1[CH:18]=[C:19]2[C:23](=[CH:24][CH:25]=1)[N:22]([C@@H:4]1[C:5]3[C:10](=[CH:9][CH:8]=[C:7]([C:12]#[N:13])[CH:6]=3)[O:11][C:2]([CH3:15])([CH3:1])[C@H:3]1[OH:14])[C:21](=[O:26])[C:20]2=[O:27], predict the reactants needed to synthesize it. The reactants are: [CH3:1][C:2]1([CH3:15])[O:11][C:10]2[C:5](=[CH:6][C:7]([C:12]#[N:13])=[CH:8][CH:9]=2)[C@@H:4]2[O:14][C@H:3]12.[Cl:16][C:17]1[CH:18]=[C:19]2[C:23](=[CH:24][CH:25]=1)[NH:22][C:21](=[O:26])[C:20]2=[O:27].